Predict the product of the given reaction. From a dataset of Forward reaction prediction with 1.9M reactions from USPTO patents (1976-2016). (1) Given the reactants [NH2:1][C:2]1[CH:7]=[CH:6][CH:5]=[C:4]([Br:8])[C:3]=1[CH2:9][OH:10].Cl[C:12](Cl)([O:14]C(=O)OC(Cl)(Cl)Cl)Cl, predict the reaction product. The product is: [Br:8][C:4]1[C:3]2[CH2:9][O:10][C:12](=[O:14])[NH:1][C:2]=2[CH:7]=[CH:6][CH:5]=1. (2) Given the reactants CN(C=O)C.[CH:6]1([C:9]([NH:11][C:12]2[N:29]=[C:15]3[CH:16]=[CH:17][CH:18]=[C:19]([C:20]4[CH:28]=[CH:27][C:23]([C:24](O)=[O:25])=[CH:22][CH:21]=4)[N:14]3[N:13]=2)=[O:10])[CH2:8][CH2:7]1.C(Cl)(=O)C([Cl:33])=O, predict the reaction product. The product is: [CH:6]1([C:9]([NH:11][C:12]2[N:29]=[C:15]3[CH:16]=[CH:17][CH:18]=[C:19]([C:20]4[CH:28]=[CH:27][C:23]([C:24]([Cl:33])=[O:25])=[CH:22][CH:21]=4)[N:14]3[N:13]=2)=[O:10])[CH2:8][CH2:7]1.